From a dataset of Catalyst prediction with 721,799 reactions and 888 catalyst types from USPTO. Predict which catalyst facilitates the given reaction. (1) Reactant: [Br:1][C:2]1[C:7]2[N:8]=[C:9]([C:13]([F:16])([F:15])[F:14])O[C:11](=[O:12])[C:6]=2[CH:5]=[CH:4][CH:3]=1.[CH2:17]([NH2:19])[CH3:18].C1COCC1. Product: [Br:1][C:2]1[CH:3]=[CH:4][CH:5]=[C:6]2[C:7]=1[N:8]=[C:9]([C:13]([F:16])([F:15])[F:14])[N:19]([CH2:17][CH3:18])[C:11]2=[O:12]. The catalyst class is: 1. (2) Reactant: Cl[C:2]1[CH:7]=[N:6][CH:5]=[C:4]([Cl:8])[N:3]=1.[N:9]1([C:15]([O:17][C:18]([CH3:21])([CH3:20])[CH3:19])=[O:16])[CH2:14][CH2:13][NH:12][CH2:11][CH2:10]1.C1(P(C2C=CC=CC=2)C2C3OC4C(=CC=CC=4P(C4C=CC=CC=4)C4C=CC=CC=4)C(C)(C)C=3C=CC=2)C=CC=CC=1.CC(C)([O-])C.[Na+]. Product: [Cl:8][C:4]1[N:3]=[C:2]([N:12]2[CH2:11][CH2:10][N:9]([C:15]([O:17][C:18]([CH3:21])([CH3:20])[CH3:19])=[O:16])[CH2:14][CH2:13]2)[CH:7]=[N:6][CH:5]=1. The catalyst class is: 226. (3) Reactant: [Cl:1][C:2]1[CH:7]=[CH:6][CH:5]=[CH:4][C:3]=1[N:8]1[C:16]2[CH2:15][CH2:14][N:13]([N:17]3[CH2:22][CH2:21][CH2:20][CH2:19][CH2:18]3)[C:12](=[O:23])[C:11]=2[C:10]([CH3:24])=[C:9]1[C:25]1[CH:30]=[CH:29][C:28]([OH:31])=[CH:27][CH:26]=1.C(N(CC)CC)C.[F:39][C:40]([F:48])([F:47])[CH2:41][CH2:42][S:43](Cl)(=[O:45])=[O:44]. Product: [Cl:1][C:2]1[CH:7]=[CH:6][CH:5]=[CH:4][C:3]=1[N:8]1[C:16]2[CH2:15][CH2:14][N:13]([N:17]3[CH2:18][CH2:19][CH2:20][CH2:21][CH2:22]3)[C:12](=[O:23])[C:11]=2[C:10]([CH3:24])=[C:9]1[C:25]1[CH:26]=[CH:27][C:28]([O:31][S:43]([CH2:42][CH2:41][C:40]([F:48])([F:47])[F:39])(=[O:45])=[O:44])=[CH:29][CH:30]=1. The catalyst class is: 4. (4) Reactant: [F:1][C:2]1[CH:3]=[C:4]([CH:11]=[C:12](B2OC(C)(C)C(C)(C)O2)[CH:13]=1)[CH2:5][NH:6][S:7]([CH3:10])(=[O:9])=[O:8].Cl[C:24]1[C:29]([N+:30]([O-:32])=[O:31])=[C:28]([NH2:33])[CH:27]=[CH:26][N:25]=1.C([O-])([O-])=O.[Cs+].[Cs+]. Product: [NH2:33][C:28]1[CH:27]=[CH:26][N:25]=[C:24]([C:12]2[CH:11]=[C:4]([CH:3]=[C:2]([F:1])[CH:13]=2)[CH2:5][NH:6][S:7]([CH3:10])(=[O:8])=[O:9])[C:29]=1[N+:30]([O-:32])=[O:31]. The catalyst class is: 117. (5) The catalyst class is: 3. Reactant: [CH2:1]([O:3][C:4]([C:6]1[CH:10]=[CH:9][NH:8][C:7]=1[CH3:11])=[O:5])[CH3:2].[CH2:12](Br)[C:13]1[CH:18]=[CH:17][CH:16]=[CH:15][CH:14]=1.[H-].[Na+]. Product: [CH2:1]([O:3][C:4]([C:6]1[CH:10]=[CH:9][N:8]([CH2:12][C:13]2[CH:18]=[CH:17][CH:16]=[CH:15][CH:14]=2)[C:7]=1[CH3:11])=[O:5])[CH3:2]. (6) Reactant: [NH2:1][C:2]1[C:10]([Cl:11])=[CH:9][C:5]([C:6]([OH:8])=O)=[C:4]([O:12][CH3:13])[CH:3]=1.C(N1C=CN=C1)(N1C=CN=C1)=O.C(N(CC)CC)C.C(O)(=O)CCC(O)=O.[N:41]1([CH2:46][CH2:47][CH2:48][N:49]2[CH2:54][CH2:53][CH:52]([CH2:55][NH2:56])[CH2:51][CH2:50]2)[CH:45]=[CH:44][N:43]=[N:42]1. Product: [N:41]1([CH2:46][CH2:47][CH2:48][N:49]2[CH2:50][CH2:51][CH:52]([CH2:55][NH:56][C:6](=[O:8])[C:5]3[CH:9]=[C:10]([Cl:11])[C:2]([NH2:1])=[CH:3][C:4]=3[O:12][CH3:13])[CH2:53][CH2:54]2)[CH:45]=[CH:44][N:43]=[N:42]1. The catalyst class is: 30.